This data is from Reaction yield outcomes from USPTO patents with 853,638 reactions. The task is: Predict the reaction yield, written as a fraction of the theoretical maximum amount of product (1.0 means a 100% yield; for example, 0.34 means a 34% yield). (1) The reactants are [Br:1][C:2]1[CH:8]=[CH:7][CH:6]=[CH:5][C:3]=1[NH2:4].[CH:9]1([CH:12]=O)[CH2:11][CH2:10]1.C(O)(=O)C.C(O[BH-](OC(=O)C)OC(=O)C)(=O)C.[Na+]. The catalyst is ClCCl. The product is [Br:1][C:2]1[CH:8]=[CH:7][CH:6]=[CH:5][C:3]=1[NH:4][CH2:12][CH:9]1[CH2:11][CH2:10]1. The yield is 0.930. (2) The yield is 0.710. The product is [Br:29][C:30]1[CH:35]=[CH:34][CH:33]=[CH:32][C:31]=1[O:28][CH2:21][C:22]1[CH:27]=[CH:26][CH:25]=[CH:24][CH:23]=1. The catalyst is [Cu]I.C1(C)C=CC=CC=1. The reactants are N1C2C(=CC=C3C=2N=CC=C3)C=CC=1.C([O-])([O-])=O.[Cs+].[Cs+].[CH2:21]([OH:28])[C:22]1[CH:27]=[CH:26][CH:25]=[CH:24][CH:23]=1.[Br:29][C:30]1[CH:35]=[CH:34][CH:33]=[CH:32][C:31]=1I.